From a dataset of Catalyst prediction with 721,799 reactions and 888 catalyst types from USPTO. Predict which catalyst facilitates the given reaction. Reactant: [CH3:1][O:2][C:3]([C@@H:5]([N:13]1[CH2:21][C:17]2[CH:18]=[CH:19][S:20][C:16]=2[CH2:15][CH2:14]1)[C:6]1[CH:7]=[CH:8][CH:9]=[CH:10][C:11]=1[Cl:12])=[O:4].[C:22]1([S:28]([OH:31])(=[O:30])=[O:29])[CH:27]=[CH:26][CH:25]=[CH:24][CH:23]=1. Product: [CH3:1][O:2][C:3]([C@@H:5]([N:13]1[CH2:21][C:17]2[CH:18]=[CH:19][S:20][C:16]=2[CH2:15][CH2:14]1)[C:6]1[C:11]([Cl:12])=[CH:10][CH:9]=[CH:8][CH:7]=1)=[O:4].[CH:25]1[CH:26]=[CH:27][C:22]([S:28]([OH:31])(=[O:30])=[O:29])=[CH:23][CH:24]=1. The catalyst class is: 21.